From a dataset of Catalyst prediction with 721,799 reactions and 888 catalyst types from USPTO. Predict which catalyst facilitates the given reaction. Reactant: [NH2:1][CH:2]1[CH2:5][N:4]([C:6]([O:8][C:9]([CH3:12])([CH3:11])[CH3:10])=[O:7])[CH2:3]1.C(N(CC)CC)C.Cl[CH2:21][CH2:22][N:23]=[C:24]=[O:25].[H-].[Na+]. Product: [O:25]=[C:24]1[NH:23][CH2:22][CH2:21][N:1]1[CH:2]1[CH2:3][N:4]([C:6]([O:8][C:9]([CH3:12])([CH3:11])[CH3:10])=[O:7])[CH2:5]1. The catalyst class is: 12.